Task: Predict the reaction yield, written as a fraction of the theoretical maximum amount of product (1.0 means a 100% yield; for example, 0.34 means a 34% yield).. Dataset: Reaction yield outcomes from USPTO patents with 853,638 reactions (1) The reactants are [CH3:1][C:2]1([CH3:17])[O:7][CH2:6][C:5](=[O:8])[NH:4][CH:3]1[C:9]1[CH:14]=[CH:13][C:12]([F:15])=[C:11]([F:16])[CH:10]=1.C[Si]([N-][Si](C)(C)C)(C)C.[Li+].Cl[C:29]([O:31][C:32]1[CH:37]=[CH:36][C:35]([N+:38]([O-:40])=[O:39])=[CH:34][CH:33]=1)=[O:30]. The catalyst is C1COCC1. The product is [CH3:1][C:2]1([CH3:17])[O:7][CH2:6][C:5](=[O:8])[N:4]([C:29]([O:31][C:32]2[CH:33]=[CH:34][C:35]([N+:38]([O-:40])=[O:39])=[CH:36][CH:37]=2)=[O:30])[CH:3]1[C:9]1[CH:14]=[CH:13][C:12]([F:15])=[C:11]([F:16])[CH:10]=1. The yield is 0.810. (2) The reactants are [CH3:1][O:2][C:3]1[CH:4]=[C:5]2[C:10](=[CH:11][C:12]=1[O:13][CH2:14][CH2:15][CH2:16][N:17]1[CH2:22][CH2:21][CH2:20][CH2:19][CH2:18]1)[N:9]=[CH:8][N:7]=[C:6]2O.C1(C)C=CC=CC=1.CCN(C(C)C)C(C)C.P(Cl)(Cl)([Cl:42])=O. The catalyst is C(#N)C. The product is [Cl:42][C:6]1[C:5]2[C:10](=[CH:11][C:12]([O:13][CH2:14][CH2:15][CH2:16][N:17]3[CH2:22][CH2:21][CH2:20][CH2:19][CH2:18]3)=[C:3]([O:2][CH3:1])[CH:4]=2)[N:9]=[CH:8][N:7]=1. The yield is 0.730. (3) The reactants are Cl[CH2:2][C:3](=[O:5])[CH3:4].[Cl:6][C:7]1[CH:12]=[CH:11][C:10]([SH:13])=[CH:9][CH:8]=1.[OH-].[Na+]. The catalyst is O. The product is [Cl:6][C:7]1[CH:12]=[CH:11][C:10]([S:13][CH2:2][C:3](=[O:5])[CH3:4])=[CH:9][CH:8]=1. The yield is 0.990. (4) The reactants are [F:1][C:2]([F:18])([F:17])[CH:3]([C:5]1[CH:10]=[CH:9][C:8]([C:11]2[CH:16]=[CH:15][N:14]=[CH:13][CH:12]=2)=[CH:7][CH:6]=1)[OH:4].[NH2:19][C:20]1[N:25]=[C:24](Cl)[CH:23]=[C:22]([Cl:27])[N:21]=1.C(=O)([O-])[O-].[Cs+].[Cs+].C(OCC)(=O)C. The catalyst is O1CCOCC1. The product is [Cl:27][C:22]1[CH:23]=[C:24]([O:4][CH:3]([C:5]2[CH:6]=[CH:7][C:8]([C:11]3[CH:12]=[CH:13][N:14]=[CH:15][CH:16]=3)=[CH:9][CH:10]=2)[C:2]([F:1])([F:17])[F:18])[N:25]=[C:20]([NH2:19])[N:21]=1. The yield is 0.800. (5) The reactants are [OH:1][C:2]1[CH:3]=[CH:4][C:5]([CH3:10])=[C:6]([CH:9]=1)[C:7]#[N:8].[N+:11]([O-])([OH:13])=[O:12].O. The catalyst is C(Cl)Cl. The product is [OH:1][C:2]1[C:3]([N+:11]([O-:13])=[O:12])=[CH:4][C:5]([CH3:10])=[C:6]([CH:9]=1)[C:7]#[N:8]. The yield is 0.260. (6) The reactants are [CH3:1][N:2]([S:11]([C:14]1[CH:19]=[CH:18][C:17]([O:20][CH2:21][C:22]2[C:31]3[C:26](=[CH:27][CH:28]=[CH:29][CH:30]=3)[N:25]=[C:24]([CH3:32])[CH:23]=2)=[CH:16][CH:15]=1)(=[O:13])=[O:12])[C@H:3]1[CH2:7][CH2:6][CH2:5][C@H:4]1[C:8]([OH:10])=O.[NH2:33][OH:34]. No catalyst specified. The product is [OH:34][NH:33][C:8]([C@@H:4]1[CH2:5][CH2:6][CH2:7][C@@H:3]1[N:2]([CH3:1])[S:11]([C:14]1[CH:15]=[CH:16][C:17]([O:20][CH2:21][C:22]2[C:31]3[C:26](=[CH:27][CH:28]=[CH:29][CH:30]=3)[N:25]=[C:24]([CH3:32])[CH:23]=2)=[CH:18][CH:19]=1)(=[O:13])=[O:12])=[O:10]. The yield is 0.970. (7) The reactants are Cl[C:2]1[C:11]2[C:6](=[CH:7][C:8]([F:13])=[C:9]([F:12])[CH:10]=2)[N:5]=[C:4]2[N:14]([C:18]3[CH:23]=[CH:22][CH:21]=[CH:20][N:19]=3)[N:15]=[C:16]([CH3:17])[C:3]=12.Cl.C([OH:27])C. No catalyst specified. The product is [F:12][C:9]1[CH:10]=[C:11]2[C:6](=[CH:7][C:8]=1[F:13])[NH:5][C:4]1[N:14]([C:18]3[CH:23]=[CH:22][CH:21]=[CH:20][N:19]=3)[N:15]=[C:16]([CH3:17])[C:3]=1[C:2]2=[O:27]. The yield is 0.990. (8) The reactants are [Cl:1][C:2]1[N:3]=[C:4]([C:21]2[CH:26]=[CH:25][C:24]([CH3:27])=[CH:23][C:22]=2[CH3:28])[C:5]2[C:10]([C:11]#[N:12])=[CH:9][N:8](COCC[Si](C)(C)C)[C:6]=2[N:7]=1.C(N)CN.[F-].C([N+](CCCC)(CCCC)CCCC)CCC. The catalyst is C1COCC1. The product is [Cl:1][C:2]1[N:3]=[C:4]([C:21]2[CH:26]=[CH:25][C:24]([CH3:27])=[CH:23][C:22]=2[CH3:28])[C:5]2[C:10]([C:11]#[N:12])=[CH:9][NH:8][C:6]=2[N:7]=1. The yield is 0.0840.